Dataset: Choline transporter screen with 302,306 compounds. Task: Binary Classification. Given a drug SMILES string, predict its activity (active/inactive) in a high-throughput screening assay against a specified biological target. The compound is o1c2nc(n(Cc3ccc(OC)cc3)c(=O)c2c(=O)c2c1cc(OC)cc2)c1occc1. The result is 0 (inactive).